Dataset: Catalyst prediction with 721,799 reactions and 888 catalyst types from USPTO. Task: Predict which catalyst facilitates the given reaction. (1) Reactant: [O:1]1[C:5]2([CH2:10][CH2:9][C:8](=O)[CH2:7][CH2:6]2)[O:4][CH2:3][CH2:2]1.[C-:12]#[N:13].[K+].Cl.[NH:16]1[CH2:19][CH2:18][CH2:17]1. Product: [N:16]1([C:8]2([C:12]#[N:13])[CH2:9][CH2:10][C:5]3([O:4][CH2:3][CH2:2][O:1]3)[CH2:6][CH2:7]2)[CH2:19][CH2:18][CH2:17]1. The catalyst class is: 72. (2) Reactant: CC(C)([O-])C.[K+].[OH:7][CH2:8][CH:9]1[CH2:14][CH2:13][N:12]([C:15]([O:17][C:18]([CH3:21])([CH3:20])[CH3:19])=[O:16])[CH2:11][CH2:10]1.[Cl:22][C:23]1[C:24](F)=[CH:25][C:26]([F:36])=[C:27]([CH:35]=1)[C:28]([O:30][C:31]([CH3:34])([CH3:33])[CH3:32])=[O:29]. Product: [C:31]([O:30][C:28]([C:27]1[C:26]([F:36])=[CH:25][C:24]([O:7][CH2:8][CH:9]2[CH2:14][CH2:13][N:12]([C:15]([O:17][C:18]([CH3:21])([CH3:20])[CH3:19])=[O:16])[CH2:11][CH2:10]2)=[C:23]([Cl:22])[CH:35]=1)=[O:29])([CH3:34])([CH3:32])[CH3:33]. The catalyst class is: 58. (3) Reactant: [O:1]=[C:2]1[CH2:10][C:9]2[C:4](=[CH:5][CH:6]=[C:7]([NH:11][C:12](=[O:16])[C:13]([OH:15])=O)[CH:8]=2)[NH:3]1.[CH3:17][C:18]1[CH:30]=[CH:29][CH:28]=[CH:27][C:19]=1[CH2:20][CH:21]1[CH2:26][CH2:25][NH:24][CH2:23][CH2:22]1. Product: [CH3:17][C:18]1[CH:30]=[CH:29][CH:28]=[CH:27][C:19]=1[CH2:20][CH:21]1[CH2:26][CH2:25][N:24]([C:13](=[O:15])[C:12]([NH:11][C:7]2[CH:8]=[C:9]3[C:4](=[CH:5][CH:6]=2)[NH:3][C:2](=[O:1])[CH2:10]3)=[O:16])[CH2:23][CH2:22]1. The catalyst class is: 27. (4) Reactant: C(OC([NH:8][CH2:9][CH2:10][NH:11][C:12]1[CH:13]=[C:14]([C:18]2[N:19]=[C:20]([S:23][CH2:24][C:25]([NH:27][CH:28]3[CH2:33][CH2:32][N:31]([CH2:34][C:35]4[CH:40]=[CH:39][C:38]([Cl:41])=[C:37]([Cl:42])[CH:36]=4)[CH2:30][CH2:29]3)=[O:26])[S:21][CH:22]=2)[CH:15]=[CH:16][CH:17]=1)=O)(C)(C)C.C(OCC)(=O)C.[ClH:49]. Product: [ClH:41].[ClH:49].[NH2:8][CH2:9][CH2:10][NH:11][C:12]1[CH:13]=[C:14]([C:18]2[N:19]=[C:20]([S:23][CH2:24][C:25]([NH:27][CH:28]3[CH2:33][CH2:32][N:31]([CH2:34][C:35]4[CH:40]=[CH:39][C:38]([Cl:41])=[C:37]([Cl:42])[CH:36]=4)[CH2:30][CH2:29]3)=[O:26])[S:21][CH:22]=2)[CH:15]=[CH:16][CH:17]=1. The catalyst class is: 13.